From a dataset of Experimentally validated miRNA-target interactions with 360,000+ pairs, plus equal number of negative samples. Binary Classification. Given a miRNA mature sequence and a target amino acid sequence, predict their likelihood of interaction. The miRNA is hsa-miR-3198 with sequence GUGGAGUCCUGGGGAAUGGAGA. The protein sequence of the target gene is MFCHLRPLRRFGLRKVLPHWLHYSRALSGAEAINALRPFYFAVHPDFFGQHPREREVNENSLKRLSVYLENLQKPGFKSLKPTQLTFYIREKTAQNSSEGQEPISTTGFRAVRFTLHSSDLLSTVLYILNSCSLPVEHVQSLNTNVHSQPLKEATGMPDRPIKWHRSYYSFTGFKDPDEDLTHVSRVETTLTSWLGSNGKGAVKKLRNSLPLRKELDRLKNELSELLQLSDIRWQRGWGVAHRCSQLHSLSRLAQQNPGPLQNVKGCTVVFTDRSGMSALGHVMLGTMDVHHHWTRLFES.... Result: 0 (no interaction).